Dataset: Peptide-MHC class I binding affinity with 185,985 pairs from IEDB/IMGT. Task: Regression. Given a peptide amino acid sequence and an MHC pseudo amino acid sequence, predict their binding affinity value. This is MHC class I binding data. The peptide sequence is WFLYVSQQI. The MHC is HLA-A24:03 with pseudo-sequence HLA-A24:03. The binding affinity (normalized) is 0.719.